Predict the product of the given reaction. From a dataset of Forward reaction prediction with 1.9M reactions from USPTO patents (1976-2016). (1) Given the reactants CC1C=C(C(F)(F)F)C2C(=CC=C(O)C=2)N=1.[Br:17][C:18]1[C:27]2[C:22](=[CH:23][CH:24]=[C:25]([O:28]C)[CH:26]=2)[N:21]=[C:20]([CH3:30])[CH:19]=1, predict the reaction product. The product is: [Br:17][C:18]1[C:27]2[C:22](=[CH:23][CH:24]=[C:25]([OH:28])[CH:26]=2)[N:21]=[C:20]([CH3:30])[CH:19]=1. (2) The product is: [Br:1][C:2]1[CH:3]=[N:4][C:5]2[N:6]([N:8]=[C:9]([C:11]([N:24]3[CH2:23][CH:22]=[C:21]([C:18]4[CH:19]=[CH:20][C:15]([Cl:14])=[CH:16][CH:17]=4)[CH2:26][CH2:25]3)=[O:13])[CH:10]=2)[CH:7]=1. Given the reactants [Br:1][C:2]1[CH:3]=[N:4][C:5]2[N:6]([N:8]=[C:9]([C:11]([OH:13])=O)[CH:10]=2)[CH:7]=1.[Cl:14][C:15]1[CH:20]=[CH:19][C:18]([C:21]2[CH2:22][CH2:23][NH:24][CH2:25][CH:26]=2)=[CH:17][CH:16]=1, predict the reaction product.